This data is from NCI-60 drug combinations with 297,098 pairs across 59 cell lines. The task is: Regression. Given two drug SMILES strings and cell line genomic features, predict the synergy score measuring deviation from expected non-interaction effect. (1) Cell line: MOLT-4. Synergy scores: CSS=41.1, Synergy_ZIP=-0.653, Synergy_Bliss=-0.446, Synergy_Loewe=-29.2, Synergy_HSA=-9.47. Drug 2: C1CCC(C(C1)N)N.C(=O)(C(=O)[O-])[O-].[Pt+4]. Drug 1: CC1=C(C=C(C=C1)NC(=O)C2=CC=C(C=C2)CN3CCN(CC3)C)NC4=NC=CC(=N4)C5=CN=CC=C5. (2) Drug 1: COC1=C(C=C2C(=C1)N=CN=C2NC3=CC(=C(C=C3)F)Cl)OCCCN4CCOCC4. Drug 2: CC(CN1CC(=O)NC(=O)C1)N2CC(=O)NC(=O)C2. Cell line: SK-OV-3. Synergy scores: CSS=44.3, Synergy_ZIP=-1.13, Synergy_Bliss=0.911, Synergy_Loewe=-23.3, Synergy_HSA=4.14.